This data is from Catalyst prediction with 721,799 reactions and 888 catalyst types from USPTO. The task is: Predict which catalyst facilitates the given reaction. (1) Reactant: [NH2:1][C:2]1[N:7]=[C:6](OS(C(F)(F)F)(=O)=O)[C:5]([C:16]#[N:17])=[C:4]([C:18]2[O:19][CH2:20][CH2:21][CH:22]=2)[N:3]=1.[F:23][C:24]([F:34])([F:33])[C:25]1[CH:32]=[CH:31][C:28]([CH2:29][NH2:30])=[CH:27][CH:26]=1. Product: [NH2:1][C:2]1[N:3]=[C:4]([C:18]2[O:19][CH2:20][CH2:21][CH:22]=2)[C:5]([C:16]#[N:17])=[C:6]([NH:30][CH2:29][C:28]2[CH:27]=[CH:26][C:25]([C:24]([F:23])([F:33])[F:34])=[CH:32][CH:31]=2)[N:7]=1. The catalyst class is: 57. (2) Reactant: [Br:1]Br.[CH3:3][O:4][C:5]1[C:18]([O:19][CH3:20])=[C:17]([O:21][CH3:22])[CH:16]=[CH:15][C:6]=1[C:7]([C:9]1C=CC=CC=1)=[O:8]. Product: [Br:1][CH2:9][C:7]([C:6]1[CH:15]=[CH:16][C:17]([O:21][CH3:22])=[C:18]([O:19][CH3:20])[C:5]=1[O:4][CH3:3])=[O:8]. The catalyst class is: 27. (3) Product: [F:17][C:14]1[CH:15]=[CH:16][C:11]([S:8]([C:6]2[N:7]=[C:2]([NH:33][C:30]3[CH:29]=[C:28]([CH3:27])[NH:32][N:31]=3)[C:3]3[CH:20]=[CH:19][N:18]([CH2:21][C:22]([N:24]([CH3:26])[CH3:25])=[O:23])[C:4]=3[N:5]=2)(=[O:10])=[O:9])=[CH:12][CH:13]=1. Reactant: Cl[C:2]1[C:3]2[CH:20]=[CH:19][N:18]([CH2:21][C:22]([N:24]([CH3:26])[CH3:25])=[O:23])[C:4]=2[N:5]=[C:6]([S:8]([C:11]2[CH:16]=[CH:15][C:14]([F:17])=[CH:13][CH:12]=2)(=[O:10])=[O:9])[N:7]=1.[CH3:27][C:28]1[NH:32][N:31]=[C:30]([NH2:33])[CH:29]=1.[I-].[Na+].CCN(C(C)C)C(C)C. The catalyst class is: 3.